This data is from Peptide-MHC class II binding affinity with 134,281 pairs from IEDB. The task is: Regression. Given a peptide amino acid sequence and an MHC pseudo amino acid sequence, predict their binding affinity value. This is MHC class II binding data. (1) The peptide sequence is INRPTAAAIAYGLDR. The MHC is HLA-DQA10102-DQB10602 with pseudo-sequence HLA-DQA10102-DQB10602. The binding affinity (normalized) is 0.662. (2) The peptide sequence is PRLLYAKSSPAYPSV. The MHC is DRB1_0101 with pseudo-sequence DRB1_0101. The binding affinity (normalized) is 0.896. (3) The peptide sequence is ATKVAATAANAAPAN. The MHC is HLA-DPA10201-DPB11401 with pseudo-sequence HLA-DPA10201-DPB11401. The binding affinity (normalized) is 0.562. (4) The peptide sequence is ASRELERFAVNPGLL. The MHC is HLA-DPA10201-DPB11401 with pseudo-sequence HLA-DPA10201-DPB11401. The binding affinity (normalized) is 0.401. (5) The peptide sequence is QPEQPQQSFPKQERP. The MHC is HLA-DQA10501-DQB10201 with pseudo-sequence HLA-DQA10501-DQB10201. The binding affinity (normalized) is 0.